From a dataset of Forward reaction prediction with 1.9M reactions from USPTO patents (1976-2016). Predict the product of the given reaction. (1) Given the reactants O.[NH2:2][NH2:3].C([O:8][C:9](=[O:12])[CH2:10]Br)(C)(C)C.NN.N(C(O[CH2:36][C:37]1[CH:42]=CC=C[CH:38]=1)=O)[C@H](C(N[C@H](C(ON1C(=O)CCC1=O)=O)C)=O)C, predict the reaction product. The product is: [C:37]([CH:10]([NH:2][NH2:3])[C:9]([OH:8])=[O:12])([CH3:42])([CH3:38])[CH3:36]. (2) Given the reactants [NH2:1][CH2:2][CH:3]1[CH2:8][CH2:7][N:6]([C:9]([O:11][C:12]([CH3:15])([CH3:14])[CH3:13])=[O:10])[CH2:5][CH2:4]1.[CH3:16][C:17]1[NH:18][CH:19]=[C:20]([CH:22]=O)[N:21]=1.[C:24](O[BH-](OC(=O)C)OC(=O)C)(=[O:26])C.[Na+].[OH-].[Na+], predict the reaction product. The product is: [CH3:16][C:17]1[N:21]2[C:24](=[O:26])[N:1]([CH2:2][CH:3]3[CH2:8][CH2:7][N:6]([C:9]([O:11][C:12]([CH3:15])([CH3:14])[CH3:13])=[O:10])[CH2:5][CH2:4]3)[CH2:22][C:20]2=[CH:19][N:18]=1. (3) The product is: [Cl:10][C:11]1[CH:17]=[CH:16][C:14]([NH:15][C:7]([C:5]2[S:6][C:2]([C:21]3[CH:22]=[CH:23][N:18]=[CH:19][CH:20]=3)=[CH:3][CH:4]=2)=[O:8])=[CH:13][CH:12]=1. Given the reactants Br[C:2]1[S:6][C:5]([C:7](Cl)=[O:8])=[CH:4][CH:3]=1.[Cl:10][C:11]1[CH:17]=[CH:16][C:14]([NH2:15])=[CH:13][CH:12]=1.[N:18]1[CH:23]=[CH:22][C:21](B(O)O)=[CH:20][CH:19]=1, predict the reaction product. (4) Given the reactants C(OC(=O)[NH:7][C:8]1[CH:13]=[CH:12][C:11]([C:14]2[CH:19]=CC(F)=[CH:16][CH:15]=2)=[CH:10][C:9]=1[NH:21][C:22](=[O:34])[CH2:23][C:24]([C:26]1[CH:31]=[CH:30][CH:29]=[C:28]([C:32]#[N:33])[CH:27]=1)=O)(C)(C)C.[C:36](O)([C:38]([F:41])(F)F)=O, predict the reaction product. The product is: [F:41][C:38]1[CH:36]=[CH:19][C:14]([C:11]2[CH:12]=[CH:13][C:8]3[N:7]=[C:24]([C:26]4[CH:27]=[C:28]([CH:29]=[CH:30][CH:31]=4)[C:32]#[N:33])[CH2:23][C:22](=[O:34])[NH:21][C:9]=3[CH:10]=2)=[CH:15][CH:16]=1. (5) Given the reactants [C:1]([O:5][C:6]([N:8]1[CH2:12][CH2:11][CH:10]([NH:13][C:14](=[O:26])[C:15]2[CH:20]=[CH:19][C:18]([N:21]3[CH:25]=[CH:24][CH:23]=[N:22]3)=[CH:17][CH:16]=2)[CH2:9]1)=[O:7])([CH3:4])([CH3:3])[CH3:2].[CH3:27]O, predict the reaction product. The product is: [CH3:27][N:13]([C@@H:10]1[CH2:11][CH2:12][N:8]([C:6]([O:5][C:1]([CH3:4])([CH3:2])[CH3:3])=[O:7])[CH2:9]1)[C:14](=[O:26])[C:15]1[CH:16]=[CH:17][C:18]([N:21]2[CH:25]=[CH:24][CH:23]=[N:22]2)=[CH:19][CH:20]=1. (6) Given the reactants [CH3:1][C:2]1[S:3][CH:4]=[C:5]([NH:7][C:8]([C:10]2[C:15]([NH2:16])=[CH:14][CH:13]=[C:12]([CH3:17])[N:11]=2)=[O:9])[N:6]=1.Br[C:19]1[CH:20]=[N:21][CH:22]=[N:23][CH:24]=1, predict the reaction product. The product is: [CH3:1][C:2]1[S:3][CH:4]=[C:5]([NH:7][C:8]([C:10]2[C:15]([NH:16][C:19]3[CH:20]=[N:21][CH:22]=[N:23][CH:24]=3)=[CH:14][CH:13]=[C:12]([CH3:17])[N:11]=2)=[O:9])[N:6]=1. (7) Given the reactants OS(O)(=O)=O.[C:6]1([C:12]2[CH:13]=[N:14][CH:15]=[CH:16][CH:17]=2)[CH:11]=[CH:10][CH:9]=[CH:8][CH:7]=1.[N+:18]([O-])([OH:20])=[O:19].[OH-].[Na+], predict the reaction product. The product is: [N+:18]([C:9]1[CH:8]=[CH:7][C:6]([C:12]2[CH:13]=[N:14][CH:15]=[CH:16][CH:17]=2)=[CH:11][CH:10]=1)([O-:20])=[O:19]. (8) Given the reactants [CH3:1][NH:2][CH2:3][C:4]1([C:10]2[S:11][CH:12]=[C:13]([C:15]3[CH:20]=[CH:19][CH:18]=[CH:17][CH:16]=3)[N:14]=2)[CH2:9][CH2:8][O:7][CH2:6][CH2:5]1.[F:21][C:22]([F:38])([F:37])[C:23]1[O:27][N:26]=[C:25]([C:28]2[CH:29]=[C:30]([CH:34]=[CH:35][CH:36]=2)[C:31](O)=[O:32])[N:24]=1, predict the reaction product. The product is: [CH3:1][N:2]([CH2:3][C:4]1([C:10]2[S:11][CH:12]=[C:13]([C:15]3[CH:20]=[CH:19][CH:18]=[CH:17][CH:16]=3)[N:14]=2)[CH2:5][CH2:6][O:7][CH2:8][CH2:9]1)[C:31](=[O:32])[C:30]1[CH:34]=[CH:35][CH:36]=[C:28]([C:25]2[N:24]=[C:23]([C:22]([F:38])([F:37])[F:21])[O:27][N:26]=2)[CH:29]=1. (9) Given the reactants [Si]([O:8][C:9]1[C:18]([CH2:19][CH3:20])=[C:17]([O:21][CH2:22][C:23](F)(F)F)[C:16]2[C:11](=[CH:12][CH:13]=[C:14]([F:27])[CH:15]=2)[N:10]=1)(C(C)(C)C)(C)C.[CH:28]1([Li])[CH2:30][CH2:29]1, predict the reaction product. The product is: [CH:28]1([C:23]#[C:22][O:21][C:17]2[C:16]3[C:11](=[CH:12][CH:13]=[C:14]([F:27])[CH:15]=3)[NH:10][C:9](=[O:8])[C:18]=2[CH2:19][CH3:20])[CH2:30][CH2:29]1.